This data is from Catalyst prediction with 721,799 reactions and 888 catalyst types from USPTO. The task is: Predict which catalyst facilitates the given reaction. (1) Reactant: C([Si](C)(C)[O:6][C:7]1[C:12]([CH3:13])=[CH:11][C:10]([C:14]2([C:31]3[CH:36]=[C:35]([CH3:37])[C:34]([O:38][Si](C(C)(C)C)(C)C)=[C:33]([CH3:46])[CH:32]=3)[C:22]3[C:17](=[CH:18][CH:19]=[CH:20][CH:21]=3)[N:16]([C:23]3[CH:28]=[CH:27][N:26]=[C:25](Cl)[N:24]=3)[C:15]2=[O:30])=[CH:9][C:8]=1[CH3:47])(C)(C)C.C[O-].[Na+].C1C[O:56][CH2:55]C1. Product: [OH:6][C:7]1[C:12]([CH3:13])=[CH:11][C:10]([C:14]2([C:31]3[CH:32]=[C:33]([CH3:46])[C:34]([OH:38])=[C:35]([CH3:37])[CH:36]=3)[C:22]3[C:17](=[CH:18][CH:19]=[CH:20][CH:21]=3)[N:16]([C:23]3[CH:28]=[CH:27][N:26]=[C:25]([O:56][CH3:55])[N:24]=3)[C:15]2=[O:30])=[CH:9][C:8]=1[CH3:47]. The catalyst class is: 5. (2) Reactant: C[O:2][C:3](=[O:17])[CH:4]=[CH:5][CH:6]=[CH:7][CH2:8][S:9]([C:11]1[CH:16]=[CH:15][CH:14]=[CH:13][CH:12]=1)=[O:10].[OH-].[Na+]. Product: [C:11]1([S:9]([CH2:8][CH:7]=[CH:6][CH:5]=[CH:4][C:3]([OH:17])=[O:2])=[O:10])[CH:12]=[CH:13][CH:14]=[CH:15][CH:16]=1. The catalyst class is: 5. (3) Reactant: [O:1]=[C:2]1[C:11]2[CH2:10][CH2:9][CH2:8][CH2:7][C:6]=2[C:5]([CH2:12][C:13]2[CH:14]=[C:15]([NH:19][C:20]([CH:22]3[CH2:25][CH2:24][N:23]3C(OC(C)(C)C)=O)=[O:21])[CH:16]=[CH:17][CH:18]=2)=[N:4][NH:3]1.[F:33][C:34]([F:39])([F:38])[C:35]([OH:37])=[O:36]. Product: [O:1]=[C:2]1[C:11]2[CH2:10][CH2:9][CH2:8][CH2:7][C:6]=2[C:5]([CH2:12][C:13]2[CH:14]=[C:15]([NH:19][C:20]([CH:22]3[CH2:25][CH2:24][NH:23]3)=[O:21])[CH:16]=[CH:17][CH:18]=2)=[N:4][NH:3]1.[F:33][C:34]([F:39])([F:38])[C:35]([OH:37])=[O:36]. The catalyst class is: 4. (4) Reactant: [C:1]1(=[O:7])[O:6][C:4](=[O:5])[CH:3]=[CH:2]1.[CH2:8]([C:10]([CH2:15][OH:16])([CH2:13][OH:14])[CH2:11][CH3:12])[OH:9]. The catalyst class is: 6. Product: [C:4]1(=[O:5])[O:6][C:1](=[O:7])[CH:2]2[CH2:12][CH2:11][CH:10]=[CH:8][CH:3]12.[CH2:8]([C:10]([CH2:15][OH:16])([CH2:13][OH:14])[CH2:11][CH3:12])[OH:9]. (5) Reactant: [Br:1][C:2]1[CH:7]=[CH:6][C:5](/[C:8](=[N:22]\[O:23][CH2:24][CH3:25])/[CH:9]2[CH2:14][CH2:13][N:12]([C:15]3([CH3:21])[CH2:20][CH2:19][NH:18][CH2:17][CH2:16]3)[CH2:11][CH2:10]2)=[CH:4][CH:3]=1.[CH3:26][C:27]1[CH:36]=[C:35]([C:37](O)=[O:38])[C:34]2[C:29](=[CH:30][CH:31]=[CH:32][CH:33]=2)[N:28]=1.CCN(CC)CC.CN(C(ON1N=NC2C=CC=NC1=2)=[N+](C)C)C.F[P-](F)(F)(F)(F)F. Product: [Br:1][C:2]1[CH:7]=[CH:6][C:5](/[C:8](=[N:22]\[O:23][CH2:24][CH3:25])/[CH:9]2[CH2:10][CH2:11][N:12]([C:15]3([CH3:21])[CH2:20][CH2:19][N:18]([C:37]([C:35]4[C:34]5[C:29](=[CH:30][CH:31]=[CH:32][CH:33]=5)[N:28]=[C:27]([CH3:26])[CH:36]=4)=[O:38])[CH2:17][CH2:16]3)[CH2:13][CH2:14]2)=[CH:4][CH:3]=1. The catalyst class is: 3. (6) Reactant: C[Si]([N-][Si](C)(C)C)(C)C.[K+].[CH3:11][CH:12]([OH:14])[CH3:13].[NH2:15][C:16]1[CH:23]=[C:22](F)[C:19]([C:20]#[N:21])=[CH:18][N:17]=1. Product: [NH2:15][C:16]1[CH:23]=[C:22]([O:14][CH:12]([CH3:13])[CH3:11])[C:19]([C:20]#[N:21])=[CH:18][N:17]=1. The catalyst class is: 1. (7) The catalyst class is: 20. Product: [C:1]([O:5][C:6]([N:8]1[CH2:13][CH2:12][O:11][CH2:10][CH:9]1[CH2:14][OH:15])=[O:7])([CH3:4])([CH3:3])[CH3:2]. Reactant: [C:1]([O:5][C:6]([N:8]1[CH2:13][CH2:12][O:11][CH2:10][CH:9]1[C:14](O)=[O:15])=[O:7])([CH3:4])([CH3:3])[CH3:2].B.C([O-])([O-])=O.[Na+].[Na+]. (8) Reactant: [CH3:1][O:2][CH2:3][C:4]([CH3:15])([CH3:14])[C:5]([NH:7][C:8]1[CH:13]=[CH:12][CH:11]=[CH:10][N:9]=1)=O.[H-].[Al+3].[Li+].[H-].[H-].[H-].O.[OH-].[Na+]. Product: [CH3:1][O:2][CH2:3][C:4]([CH3:15])([CH3:14])[CH2:5][NH:7][C:8]1[CH:13]=[CH:12][CH:11]=[CH:10][N:9]=1. The catalyst class is: 1. (9) Reactant: [Cl:1][C:2]1[CH:3]=[CH:4][C:5](I)=[C:6]([CH:14]=1)[C:7](N(CC)CC)=[O:8].C([Li])CCC.CCCCCC.[N:27]1[CH:32]=[CH:31][C:30]([C:33]2[S:34][C:35]3[CH2:41][CH2:40][CH2:39][C:38](=[O:42])[C:36]=3[CH:37]=2)=[CH:29][CH:28]=1. Product: [Cl:1][C:2]1[CH:3]=[CH:4][C:5]2[C:38]3([O:42][C:7](=[O:8])[C:6]=2[CH:14]=1)[C:36]1[CH:37]=[C:33]([C:30]2[CH:31]=[CH:32][N:27]=[CH:28][CH:29]=2)[S:34][C:35]=1[CH2:41][CH2:40][CH2:39]3. The catalyst class is: 765.